From a dataset of Catalyst prediction with 721,799 reactions and 888 catalyst types from USPTO. Predict which catalyst facilitates the given reaction. Reactant: [Cl:1][C:2]1[CH:12]=[CH:11][C:5]2[N:6]=[C:7]([NH:9][NH2:10])[S:8][C:4]=2[CH:3]=1.[C:13]([CH2:21][C:22](OCC)=[O:23])(=O)[C:14]1[CH:19]=[CH:18][CH:17]=[CH:16][CH:15]=1. Product: [Cl:1][C:2]1[CH:12]=[CH:11][C:5]2[N:6]=[C:7]([N:9]3[C:22](=[O:23])[CH:21]=[C:13]([C:14]4[CH:19]=[CH:18][CH:17]=[CH:16][CH:15]=4)[NH:10]3)[S:8][C:4]=2[CH:3]=1. The catalyst class is: 8.